From a dataset of Reaction yield outcomes from USPTO patents with 853,638 reactions. Predict the reaction yield, written as a fraction of the theoretical maximum amount of product (1.0 means a 100% yield; for example, 0.34 means a 34% yield). (1) The reactants are CON(C)[C:4](=[O:17])[C:5]1[CH:10]=[CH:9][C:8]([O:11][CH2:12][C:13]([F:16])([F:15])[F:14])=[N:7][CH:6]=1.[CH3:19][Mg]Br.C(=O)([O-])O.[Na+]. The catalyst is O1CCCC1. The product is [F:16][C:13]([F:14])([F:15])[CH2:12][O:11][C:8]1[N:7]=[CH:6][C:5]([C:4](=[O:17])[CH3:19])=[CH:10][CH:9]=1. The yield is 0.830. (2) The reactants are CS[C:3](=[C:6]([C:9]#[N:10])[C:7]#[N:8])SC.[OH:11][CH2:12][CH2:13][NH:14][CH2:15][CH2:16][NH2:17].C(OC(C)C)(C)C. The catalyst is C1COCC1. The product is [OH:11][CH2:12][CH2:13][N:14]1[CH2:15][CH2:16][NH:17][C:3]1=[C:6]([C:9]#[N:10])[C:7]#[N:8]. The yield is 0.952. (3) The reactants are [Cl:1][C:2]1[CH:3]=[C:4]([C:9]2([C:24]([F:27])([F:26])[F:25])[O:13][N:12]=[C:11]([C:14]3[CH:22]=[CH:21][C:17]([C:18](O)=[O:19])=[C:16]([CH3:23])[CH:15]=3)[CH2:10]2)[CH:5]=[C:6]([Cl:8])[CH:7]=1.CN(C(ON1N=NC2C=CC=NC1=2)=[N+](C)C)C.F[P-](F)(F)(F)(F)F.CCN(C(C)C)C(C)C.Cl.[NH2:62][CH2:63][CH2:64][C:65]1[CH:66]=[CH:67][C:68]2[C:72]([CH3:74])([CH3:73])[O:71][B:70]([OH:75])[C:69]=2[CH:76]=1. The catalyst is CN(C=O)C.O. The product is [Cl:1][C:2]1[CH:3]=[C:4]([C:9]2([C:24]([F:26])([F:25])[F:27])[O:13][N:12]=[C:11]([C:14]3[CH:22]=[CH:21][C:17]([C:18]([NH:62][CH2:63][CH2:64][C:65]4[CH:66]=[CH:67][C:68]5[C:72]([CH3:73])([CH3:74])[O:71][B:70]([OH:75])[C:69]=5[CH:76]=4)=[O:19])=[C:16]([CH3:23])[CH:15]=3)[CH2:10]2)[CH:5]=[C:6]([Cl:8])[CH:7]=1. The yield is 0.544. (4) The reactants are C([N:20]1[CH:24]=[C:23]([C:25]2[C:26]([NH2:31])=[N:27][CH:28]=[CH:29][CH:30]=2)[CH:22]=[N:21]1)(C1C=CC=CC=1)(C1C=CC=CC=1)C1C=CC=CC=1.Cl.CO. The catalyst is O1CCCC1. The product is [NH:20]1[CH:24]=[C:23]([C:25]2[C:26]([NH2:31])=[N:27][CH:28]=[CH:29][CH:30]=2)[CH:22]=[N:21]1. The yield is 0.683. (5) No catalyst specified. The reactants are [F:1][C:2]([F:26])([F:25])[C:3]1[CH:4]=[CH:5][C:6]2[O:12][CH2:11][CH:10]3[CH2:13][N:14](C(OC(C)(C)C)=O)[CH2:15][CH2:16][N:9]3[CH2:8][C:7]=2[CH:24]=1.C(OCC)(=O)C.[ClH:33]. The product is [ClH:33].[ClH:33].[F:26][C:2]([F:1])([F:25])[C:3]1[CH:4]=[CH:5][C:6]2[O:12][CH2:11][CH:10]3[CH2:13][NH:14][CH2:15][CH2:16][N:9]3[CH2:8][C:7]=2[CH:24]=1. The yield is 0.876. (6) The reactants are [I:1][C:2]1[CH:7]=[CH:6][C:5]([OH:8])=[CH:4][CH:3]=1.[H-].[Na+].[CH3:11][O:12][CH2:13]Cl.C(OC(=O)C)C.O. The catalyst is CN(C)C=O. The product is [I:1][C:2]1[CH:7]=[CH:6][C:5]([O:8][CH2:11][O:12][CH3:13])=[CH:4][CH:3]=1. The yield is 0.960. (7) The yield is 0.700. The reactants are [Cl:1][C:2]1[N:7]=[C:6]([C:8]#[N:9])[C:5]([N+:10]([O-])=O)=[CH:4][CH:3]=1.[NH4+].[OH-].[O-:15]S(S([O-])=O)=O.[Na+].[Na+]. The catalyst is O. The product is [NH2:10][C:5]1[C:6]([C:8]([NH2:9])=[O:15])=[N:7][C:2]([Cl:1])=[CH:3][CH:4]=1. (8) The reactants are ClC(Cl)(O[C:5](=[O:11])[O:6][C:7](Cl)(Cl)Cl)Cl.[O:13]1[CH2:17][CH2:16][CH:15](CO)[CH2:14]1.N1C=CC=CC=1.C(N(CC)CC)C.[CH2:33]([N:40]1[CH2:45][CH2:44][NH:43][CH2:42][CH2:41]1)[C:34]1[CH:39]=[CH:38][CH:37]=[CH:36][CH:35]=1. The catalyst is ClCCl. The product is [O:13]1[CH2:17][CH2:16][CH:15]([CH2:7][O:6][C:5]([N:43]2[CH2:44][CH2:45][N:40]([CH2:33][C:34]3[CH:35]=[CH:36][CH:37]=[CH:38][CH:39]=3)[CH2:41][CH2:42]2)=[O:11])[CH2:14]1. The yield is 0.810.